Dataset: Catalyst prediction with 721,799 reactions and 888 catalyst types from USPTO. Task: Predict which catalyst facilitates the given reaction. (1) Reactant: C([Si](C)(C)[O:6][C@@H:7]1[CH2:32][CH2:31][CH:30]=[CH:29][C:28]2=[CH:33][C:24](=[CH:25][CH:26]=[CH:27]2)[C@@H:23]([CH3:34])[NH:22][C:21](=[O:35])[C@H:20]2[NH:36][N:16]([CH2:17][CH2:18][CH2:19]2)[C:15](=[O:37])[C@H:14]([CH3:38])[NH:13][C:12](=[O:39])[C@H:11]([CH:40]([CH3:42])[CH3:41])[O:10][C:9](=[O:43])[C@@H:8]1[CH3:44])(C)(C)C.N1C=CC=CC=1. Product: [OH:6][C@@H:7]1[CH2:32][CH2:31][CH2:30][CH2:29][C:28]2=[CH:33][C:24](=[CH:25][CH:26]=[CH:27]2)[C@@H:23]([CH3:34])[NH:22][C:21](=[O:35])[C@H:20]2[NH:36][N:16]([CH2:17][CH2:18][CH2:19]2)[C:15](=[O:37])[C@H:14]([CH3:38])[NH:13][C:12](=[O:39])[C@H:11]([CH:40]([CH3:42])[CH3:41])[O:10][C:9](=[O:43])[C@@H:8]1[CH3:44]. The catalyst class is: 78. (2) Reactant: S1C=CCC1.[C:6]([O-:9])([O-:8])=O.[K+].[K+].[CH2:12]1[O:20][C:19]2[C:15](=[CH:16][S:17]C=2)[O:14][CH2:13]1.Br[CH2:22][CH2:23]Br.BrCC(Br)CCCCCCCCCCCCCC.BrCC(Br)CCCC.[OH-:51].[Na+].[OH2:53]. Product: [C:6]([C:16]1[S:17][C:22]([C:23]([OH:53])=[O:51])=[C:19]2[O:20][CH2:12][CH2:13][O:14][C:15]=12)([OH:9])=[O:8]. The catalyst class is: 3. (3) Reactant: [NH:1]1[C:9]2[C:4](=[CH:5][CH:6]=[CH:7][CH:8]=2)[CH2:3][C:2]1=[O:10].[N:11]1([CH2:17][CH2:18][O:19][C:20]2[CH:21]=[C:22]3[C:26](=[CH:27][CH:28]=2)[NH:25][C:24]([CH:29]=O)=[CH:23]3)[CH2:16][CH2:15][O:14][CH2:13][CH2:12]1.N1CCCCC1. Product: [N:11]1([CH2:17][CH2:18][O:19][C:20]2[CH:21]=[C:22]3[C:26](=[CH:27][CH:28]=2)[NH:25][C:24]([CH:29]=[C:3]2[C:4]4[C:9](=[CH:8][CH:7]=[CH:6][CH:5]=4)[NH:1][C:2]2=[O:10])=[CH:23]3)[CH2:12][CH2:13][O:14][CH2:15][CH2:16]1. The catalyst class is: 8. (4) Reactant: [NH2:1][C:2]1[CH:3]=[C:4]2[C:9](=[CH:10][CH:11]=1)[N:8]=[CH:7][C:6]([C:12]#[N:13])=[C:5]2[NH:14][C:15]1[CH:20]=[CH:19][C:18]([F:21])=[C:17]([Cl:22])[CH:16]=1.[O:23]1[CH2:28][CH2:27][CH:26]([CH:29]=O)[CH2:25][CH2:24]1.[BH3-]C#N.[Na+]. Product: [Cl:22][C:17]1[CH:16]=[C:15]([NH:14][C:5]2[C:4]3[C:9](=[CH:10][CH:11]=[C:2]([NH:1][CH2:29][CH:26]4[CH2:27][CH2:28][O:23][CH2:24][CH2:25]4)[CH:3]=3)[N:8]=[CH:7][C:6]=2[C:12]#[N:13])[CH:20]=[CH:19][C:18]=1[F:21]. The catalyst class is: 14. (5) Reactant: [H-].[Na+].[NH:3]1[CH:7]=[N:6][CH:5]=[N:4]1.CS(O[C@H:13]1[CH2:18][CH2:17][C@H:16]([NH:19][C:20]([O:22][C:23]([CH3:26])([CH3:25])[CH3:24])=[O:21])[CH2:15][CH2:14]1)(=O)=O. Product: [N:3]1([C@@H:13]2[CH2:14][CH2:15][C@H:16]([NH:19][C:20](=[O:21])[O:22][C:23]([CH3:25])([CH3:24])[CH3:26])[CH2:17][CH2:18]2)[CH:7]=[N:6][CH:5]=[N:4]1. The catalyst class is: 9.